Dataset: Forward reaction prediction with 1.9M reactions from USPTO patents (1976-2016). Task: Predict the product of the given reaction. (1) Given the reactants Cl.[CH2:2]([O:6][P:7]([O-:13])[O:8][CH2:9][CH2:10][CH2:11][CH3:12])[CH2:3][CH2:4][CH3:5].[CH2:14]([C:18]([CH3:20])=[O:19])[CH:15]([CH3:17])[CH3:16], predict the reaction product. The product is: [CH2:9]([O:8][P:7]([C:18]([OH:19])([CH3:20])[CH2:14][CH:15]([CH3:17])[CH3:16])(=[O:13])[O:6][CH2:2][CH2:3][CH2:4][CH3:5])[CH2:10][CH2:11][CH3:12]. (2) Given the reactants [Li:1]CCCC.[CH3:6][C:7]1([CH3:15])[CH2:12][CH2:11][CH2:10][C:9]([CH3:14])([CH3:13])[NH:8]1, predict the reaction product. The product is: [Li:1][N:8]1[C:9]([CH3:14])([CH3:13])[CH2:10][CH2:11][CH2:12][C:7]1([CH3:15])[CH3:6]. (3) Given the reactants [O:1]=[C:2]1[CH2:7][O:6][CH2:5][CH2:4][N:3]1[CH2:8][C:9]([O:11]CC1C=CC=CC=1)=[O:10], predict the reaction product. The product is: [O:1]=[C:2]1[CH2:7][O:6][CH2:5][CH2:4][N:3]1[CH2:8][C:9]([OH:11])=[O:10]. (4) Given the reactants [Si]([O:8][CH2:9][CH2:10]/[CH:11]=[CH:12]/[C:13]1[CH:14]=[C:15]2[C:21]([C:22]3[CH:23]=[N:24][N:25]([CH3:27])[CH:26]=3)=[CH:20][N:19]([S:28]([C:31]3[CH:36]=[CH:35][CH:34]=[CH:33][CH:32]=3)(=[O:30])=[O:29])[C:16]2=[N:17][CH:18]=1)(C(C)(C)C)(C)C, predict the reaction product. The product is: [CH3:27][N:25]1[CH:26]=[C:22]([C:21]2[C:15]3[C:16](=[N:17][CH:18]=[C:13]([CH2:12][CH2:11][CH2:10][CH2:9][OH:8])[CH:14]=3)[N:19]([S:28]([C:31]3[CH:36]=[CH:35][CH:34]=[CH:33][CH:32]=3)(=[O:29])=[O:30])[CH:20]=2)[CH:23]=[N:24]1. (5) Given the reactants [CH2:1]([O:8][CH2:9][CH2:10][CH2:11][C:12](O)=O)[C:2]1[CH:7]=[CH:6][CH:5]=[CH:4][CH:3]=1.[NH2:15][C:16]1[C:21]([NH2:22])=[CH:20][CH:19]=[CH:18][N:17]=1.N, predict the reaction product. The product is: [CH2:1]([O:8][CH2:9][CH2:10][CH2:11][C:12]1[NH:15][C:16]2=[N:17][CH:18]=[CH:19][CH:20]=[C:21]2[N:22]=1)[C:2]1[CH:7]=[CH:6][CH:5]=[CH:4][CH:3]=1. (6) Given the reactants Cl[C:2]1[N:3]=[C:4]([N:22]2[CH2:27][CH2:26][O:25][CH2:24][CH2:23]2)[C:5]2[N:10]=[C:9]([CH2:11][N:12]3[CH2:17][CH2:16][N:15]([S:18]([CH3:21])(=[O:20])=[O:19])[CH2:14][CH2:13]3)[S:8][C:6]=2[N:7]=1.C(=O)([O-])[O-].[Na+].[Na+].[C:34](#[N:36])[CH3:35], predict the reaction product. The product is: [CH3:21][S:18]([N:15]1[CH2:16][CH2:17][N:12]([CH2:11][C:9]2[S:8][C:6]3[N:7]=[C:2]([C:35]4[CH:34]=[N:36][C:2]([NH2:7])=[N:3][CH:4]=4)[N:3]=[C:4]([N:22]4[CH2:27][CH2:26][O:25][CH2:24][CH2:23]4)[C:5]=3[N:10]=2)[CH2:13][CH2:14]1)(=[O:20])=[O:19].